Task: Predict the reaction yield, written as a fraction of the theoretical maximum amount of product (1.0 means a 100% yield; for example, 0.34 means a 34% yield).. Dataset: Reaction yield outcomes from USPTO patents with 853,638 reactions The reactants are [OH:1][C:2]1[CH:10]=[CH:9][C:5]([CH:6]=[N:7]O)=[CH:4][CH:3]=1.[CH3:11][C:12]([O:15][C:16](O[C:16]([O:15][C:12]([CH3:14])([CH3:13])[CH3:11])=[O:17])=[O:17])([CH3:14])[CH3:13]. The catalyst is CO.[Pd]. The product is [OH:1][C:2]1[CH:10]=[CH:9][C:5]([CH2:6][NH:7][C:16](=[O:17])[O:15][C:12]([CH3:14])([CH3:13])[CH3:11])=[CH:4][CH:3]=1. The yield is 0.620.